From a dataset of Forward reaction prediction with 1.9M reactions from USPTO patents (1976-2016). Predict the product of the given reaction. (1) Given the reactants [Cl:1][C:2]1[CH:11]=[C:10]([CH3:12])[C:5]([C:6]([O:8][CH3:9])=[O:7])=[CH:4][N:3]=1.[Br:13]N1C(=O)CCC1=O.C(OOC(=O)C1C=CC=CC=1)(=O)C1C=CC=CC=1, predict the reaction product. The product is: [Br:13][CH2:12][C:10]1[C:5]([C:6]([O:8][CH3:9])=[O:7])=[CH:4][N:3]=[C:2]([Cl:1])[CH:11]=1. (2) Given the reactants C(O[C:4]([C:6]1[O:10][N:9]=[C:8]([C:11]2[CH:16]=[CH:15][N:14]=[CH:13][CH:12]=2)[N:7]=1)=[O:5])C.[CH2:17]([CH:22]1[CH2:27][CH2:26][CH:25]([NH2:28])[CH2:24][CH2:23]1)[CH2:18][CH2:19][CH2:20][CH3:21].C([Al](CC)CC)C.C([O-])(O)=O.[Na+], predict the reaction product. The product is: [CH2:17]([CH:22]1[CH2:23][CH2:24][CH:25]([NH:28][C:4]([C:6]2[O:10][N:9]=[C:8]([C:11]3[CH:12]=[CH:13][N:14]=[CH:15][CH:16]=3)[N:7]=2)=[O:5])[CH2:26][CH2:27]1)[CH2:18][CH2:19][CH2:20][CH3:21]. (3) Given the reactants [S:1]1[CH:5]=[CH:4][CH:3]=[C:2]1[CH2:6][CH2:7]N.C=O.[ClH:11].[CH3:12][N:13](C=O)C, predict the reaction product. The product is: [ClH:11].[S:1]1[C:2]2=[CH:6][CH:7]=[CH:12][NH:13][CH:3]2[CH2:4][CH2:5]1. (4) The product is: [N:29]([CH:23]([C:5]1[C:6]2[N:7]3[CH2:14][CH2:13][CH2:12][N:11]([C:15]4[CH:20]=[CH:19][C:18]([Cl:21])=[CH:17][C:16]=4[Cl:22])[C:8]3=[N:9][C:10]=2[C:2]([Cl:1])=[CH:3][CH:4]=1)[C:24]([F:27])([F:26])[F:25])=[N+:30]=[N-:31]. Given the reactants [Cl:1][C:2]1[C:10]2[N:9]=[C:8]3[N:11]([C:15]4[CH:20]=[CH:19][C:18]([Cl:21])=[CH:17][C:16]=4[Cl:22])[CH2:12][CH2:13][CH2:14][N:7]3[C:6]=2[C:5]([CH:23](O)[C:24]([F:27])([F:26])[F:25])=[CH:4][CH:3]=1.[N-:29]=[N+:30]=[N-:31].[Na+].O, predict the reaction product. (5) Given the reactants C([O:3][C:4]([C:6]1[N:7]([CH2:20][C:21]2[CH:26]=[CH:25][C:24]([N+:27]([O-])=O)=[CH:23][CH:22]=2)[C:8]2[C:13]([C:14]=1[C:15]1[S:16][CH:17]=[CH:18][CH:19]=1)=[CH:12][CH:11]=[CH:10][CH:9]=2)=[O:5])C.[CH3:30][S:31](Cl)(=[O:33])=[O:32], predict the reaction product. The product is: [CH3:30][S:31]([NH:27][C:24]1[CH:23]=[CH:22][C:21]([CH2:20][N:7]2[C:8]3[C:13](=[CH:12][CH:11]=[CH:10][CH:9]=3)[C:14]([C:15]3[S:16][CH:17]=[CH:18][CH:19]=3)=[C:6]2[C:4]([OH:3])=[O:5])=[CH:26][CH:25]=1)(=[O:33])=[O:32]. (6) Given the reactants [Br:1][C:2]1[C:3]([C:26]([F:29])([F:28])[F:27])=[CH:4][C:5]([N+:23]([O-])=O)=[C:6]([NH:8][CH:9]2[CH2:14][CH2:13][N:12]([C@H:15]3[CH2:20][CH2:19][C@H:18]([O:21][CH3:22])[CH2:17][CH2:16]3)[CH2:11][CH2:10]2)[CH:7]=1.O.NN, predict the reaction product. The product is: [NH2:23][C:5]1[CH:4]=[C:3]([C:26]([F:28])([F:29])[F:27])[C:2]([Br:1])=[CH:7][C:6]=1[NH:8][CH:9]1[CH2:10][CH2:11][N:12]([C@H:15]2[CH2:20][CH2:19][C@H:18]([O:21][CH3:22])[CH2:17][CH2:16]2)[CH2:13][CH2:14]1.